This data is from Peptide-MHC class II binding affinity with 134,281 pairs from IEDB. The task is: Regression. Given a peptide amino acid sequence and an MHC pseudo amino acid sequence, predict their binding affinity value. This is MHC class II binding data. (1) The peptide sequence is YTDYLTVMDRYSVDA. The MHC is HLA-DQA10501-DQB10302 with pseudo-sequence HLA-DQA10501-DQB10302. The binding affinity (normalized) is 0.302. (2) The peptide sequence is GELQIVDKIDAAFKS. The MHC is DRB1_0701 with pseudo-sequence DRB1_0701. The binding affinity (normalized) is 0.506. (3) The peptide sequence is FNILTGKKITAHLKRHHHHHH. The MHC is HLA-DQA10102-DQB10501 with pseudo-sequence HLA-DQA10102-DQB10501. The binding affinity (normalized) is 0. (4) The peptide sequence is GPLRISASSAAQRRG. The MHC is DRB3_0301 with pseudo-sequence DRB3_0301. The binding affinity (normalized) is 0.834. (5) The peptide sequence is NLIDTKCYKLEHP. The MHC is DRB1_0301 with pseudo-sequence DRB1_0301. The binding affinity (normalized) is 0.00974. (6) The peptide sequence is CTSVVLLSVLQQLRV. The MHC is DRB1_1101 with pseudo-sequence DRB1_1101. The binding affinity (normalized) is 0.368. (7) The peptide sequence is TPGLPGVKGHRGYPGL. The MHC is HLA-DQA10301-DQB10302 with pseudo-sequence HLA-DQA10301-DQB10302. The binding affinity (normalized) is 0. (8) The peptide sequence is DLPTHENHGLKTRQE. The MHC is HLA-DQA10501-DQB10402 with pseudo-sequence HLA-DQA10501-DQB10402. The binding affinity (normalized) is 0.292. (9) The binding affinity (normalized) is 0.395. The MHC is DRB1_0405 with pseudo-sequence DRB1_0405. The peptide sequence is AFNVENGNATPQLTK. (10) The binding affinity (normalized) is 0.157. The peptide sequence is MGAVLIWVGINTRNM. The MHC is DRB1_0101 with pseudo-sequence DRB1_0101.